From a dataset of Peptide-MHC class I binding affinity with 185,985 pairs from IEDB/IMGT. Regression. Given a peptide amino acid sequence and an MHC pseudo amino acid sequence, predict their binding affinity value. This is MHC class I binding data. (1) The peptide sequence is RMMGVKYLM. The MHC is HLA-B27:05 with pseudo-sequence HLA-B27:05. The binding affinity (normalized) is 0.533. (2) The MHC is H-2-Kb with pseudo-sequence H-2-Kb. The binding affinity (normalized) is 0.328. The peptide sequence is SILTNLIMI. (3) The binding affinity (normalized) is 0.213. The MHC is HLA-B51:01 with pseudo-sequence HLA-B51:01. The peptide sequence is GTYKRVTEK. (4) The peptide sequence is GLLRVISGVL. The MHC is HLA-A68:02 with pseudo-sequence HLA-A68:02. The binding affinity (normalized) is 0.407.